From a dataset of Full USPTO retrosynthesis dataset with 1.9M reactions from patents (1976-2016). Predict the reactants needed to synthesize the given product. (1) Given the product [CH3:3][O:4][C:5]1[C:13]2[N:12]=[N:11][N:10]([C:15]3[CH:20]=[CH:19][N:18]=[C:17]([S:21][CH3:22])[N:16]=3)[C:9]=2[CH:8]=[CH:7][CH:6]=1, predict the reactants needed to synthesize it. The reactants are: [H-].[Na+].[CH3:3][O:4][C:5]1[C:13]2[N:12]=[N:11][NH:10][C:9]=2[CH:8]=[CH:7][CH:6]=1.Cl[C:15]1[CH:20]=[CH:19][N:18]=[C:17]([S:21][CH3:22])[N:16]=1. (2) Given the product [N:1]1[CH:6]=[CH:5][CH:4]=[C:3]([C@@H:7]2[CH2:12][CH2:11][CH2:10][C@H:9]([OH:13])[CH2:8]2)[CH:2]=1, predict the reactants needed to synthesize it. The reactants are: [N:1]1[CH:6]=[CH:5][CH:4]=[C:3]([C:7]2[CH2:12][CH2:11][CH2:10][C:9](=[O:13])[CH:8]=2)[CH:2]=1.[BH4-].[Na+]. (3) Given the product [CH3:15][C:10]1([C:6]2[N:5]=[C:4]([CH:24]=[O:25])[CH:9]=[CH:8][CH:7]=2)[O:14][CH2:13][CH2:12][O:11]1, predict the reactants needed to synthesize it. The reactants are: N#N.Br[C:4]1[CH:9]=[CH:8][CH:7]=[C:6]([C:10]2([CH3:15])[O:14][CH2:13][CH2:12][O:11]2)[N:5]=1.[Li]CCCC.CN([CH:24]=[O:25])C.C([O-])(O)=O.[Na+].